Dataset: Full USPTO retrosynthesis dataset with 1.9M reactions from patents (1976-2016). Task: Predict the reactants needed to synthesize the given product. Given the product [Cl:34][C:31]1[N:30]=[N:29][C:28]([NH:27][C:11]([C:4]2[C:5](=[O:10])[N:6]([CH3:9])[C:7]([CH3:8])=[C:2]([F:1])[C:3]=2[OH:14])=[O:13])=[CH:33][CH:32]=1, predict the reactants needed to synthesize it. The reactants are: [F:1][C:2]1[C:3]([OH:14])=[C:4]([C:11]([OH:13])=O)[C:5](=[O:10])[N:6]([CH3:9])[C:7]=1[CH3:8].C(N1C=CN=C1)(N1C=CN=C1)=O.[NH2:27][C:28]1[N:29]=[N:30][C:31]([Cl:34])=[CH:32][CH:33]=1.